Dataset: Full USPTO retrosynthesis dataset with 1.9M reactions from patents (1976-2016). Task: Predict the reactants needed to synthesize the given product. (1) Given the product [CH3:32][O:31][C:27]1[CH:26]=[C:25]([CH:30]=[CH:29][CH:28]=1)[CH2:24][NH:23][C:21](=[O:22])[C:20]1[CH:33]=[CH:34][C:17]([C:15]2[CH:14]=[CH:13][N:4]=[CH:2][N:3]=2)=[CH:18][CH:19]=1, predict the reactants needed to synthesize it. The reactants are: Cl.[CH:2]([NH2:4])=[NH:3].C([O-])([O-])=O.[K+].[K+].CN(C)/[CH:13]=[CH:14]/[C:15]([C:17]1[CH:34]=[CH:33][C:20]([C:21]([NH:23][CH2:24][C:25]2[CH:30]=[CH:29][CH:28]=[C:27]([O:31][CH3:32])[CH:26]=2)=[O:22])=[CH:19][CH:18]=1)=O. (2) The reactants are: [Br:1][C:2]1[CH:11]=[CH:10][C:9]2[O:8][C@@H:7]3[CH2:12][C@H:13]([O:16][CH2:17][CH3:18])[O:14][CH:15]=[C:6]3[C:5](=[O:19])[C:4]=2[CH:3]=1. Given the product [Br:1][C:2]1[CH:11]=[CH:10][C:9]2[O:8][C@@H:7]3[CH2:12][C@H:13]([O:16][CH2:17][CH3:18])[O:14][CH2:15][C@@H:6]3[C:5](=[O:19])[C:4]=2[CH:3]=1, predict the reactants needed to synthesize it. (3) The reactants are: B(F)(F)F.CCOCC.[CH3:10][O:11]/[CH:12]=[CH:13]/[C:14]([O:16][Si](C)(C)C)=[CH2:15].[C:21]1([CH:27]([C:30]2[CH:35]=[CH:34][CH:33]=[CH:32][CH:31]=2)C=O)[CH:26]=[CH:25][CH:24]=[CH:23][CH:22]=1. Given the product [CH:27]([CH:10]1[CH2:15][C:14](=[O:16])[CH:13]=[CH:12][O:11]1)([C:21]1[CH:26]=[CH:25][CH:24]=[CH:23][CH:22]=1)[C:30]1[CH:35]=[CH:34][CH:33]=[CH:32][CH:31]=1, predict the reactants needed to synthesize it.